Dataset: Aqueous solubility values for 9,982 compounds from the AqSolDB database. Task: Regression/Classification. Given a drug SMILES string, predict its absorption, distribution, metabolism, or excretion properties. Task type varies by dataset: regression for continuous measurements (e.g., permeability, clearance, half-life) or binary classification for categorical outcomes (e.g., BBB penetration, CYP inhibition). For this dataset (solubility_aqsoldb), we predict Y. The compound is OC(Cn1cncn1)(Cn1cncn1)c1ccc(F)cc1F. The Y is -1.80 log mol/L.